From a dataset of Full USPTO retrosynthesis dataset with 1.9M reactions from patents (1976-2016). Predict the reactants needed to synthesize the given product. (1) Given the product [O:13]1[C:9]2([CH2:14][CH2:15][C:6]3([CH2:16][CH2:17][NH:18][C:4]3=[O:3])[CH2:7][CH2:8]2)[O:10][CH2:11][CH2:12]1, predict the reactants needed to synthesize it. The reactants are: C([O:3][C:4]([C:6]1([CH2:16][C:17]#[N:18])[CH2:15][CH2:14][C:9]2([O:13][CH2:12][CH2:11][O:10]2)[CH2:8][CH2:7]1)=O)C.[H][H]. (2) Given the product [CH3:1][O:2][C:3]1[CH:8]=[CH:7][C:6]([S:9]([CH2:12][C:13]2([C:14]([O:16][CH2:17][CH3:18])=[O:15])[CH2:19][O:31]2)(=[O:11])=[O:10])=[CH:5][CH:4]=1, predict the reactants needed to synthesize it. The reactants are: [CH3:1][O:2][C:3]1[CH:8]=[CH:7][C:6]([S:9]([CH2:12][C:13](=[CH2:19])[C:14]([O:16][CH2:17][CH3:18])=[O:15])(=[O:11])=[O:10])=[CH:5][CH:4]=1.S(C1C=C(C(C)(C)C)C(O)=CC=1C)C1C=C(C(C)(C)C)C([OH:31])=CC=1C.ClC1C=C(C=CC=1)C(OO)=O. (3) Given the product [OH:11][C@H:3]([CH2:4][N:5]1[CH2:6][CH2:7][CH2:8][CH2:9][CH2:10]1)[CH2:2][NH:1][S:22]([C:12]1[C:21]2[C:16](=[CH:17][CH:18]=[CH:19][CH:20]=2)[CH:15]=[CH:14][CH:13]=1)(=[O:24])=[O:23], predict the reactants needed to synthesize it. The reactants are: [NH2:1][CH2:2][C@H:3]([OH:11])[CH2:4][N:5]1[CH2:10][CH2:9][CH2:8][CH2:7][CH2:6]1.[C:12]1([S:22](Cl)(=[O:24])=[O:23])[C:21]2[C:16](=[CH:17][CH:18]=[CH:19][CH:20]=2)[CH:15]=[CH:14][CH:13]=1.C(N(CC)CC)C. (4) Given the product [NH2:13][O:12][S:9]([C:2]1[C:3]([CH3:8])=[CH:4][C:5]([CH3:7])=[CH:6][C:1]=1[CH3:19])(=[O:10])=[O:11], predict the reactants needed to synthesize it. The reactants are: [C:1]1([CH3:19])[CH:6]=[C:5]([CH3:7])[CH:4]=[C:3]([CH3:8])[C:2]=1[S:9]([O:12]/[N:13]=C(\OCC)/C)(=[O:11])=[O:10].O1CCOCC1.Cl(O)(=O)(=O)=O.